From a dataset of Full USPTO retrosynthesis dataset with 1.9M reactions from patents (1976-2016). Predict the reactants needed to synthesize the given product. (1) Given the product [F:1][C:2]1[CH:7]=[CH:6][C:5]([NH2:8])=[C:4]([CH2:11][CH2:12][CH3:13])[CH:3]=1, predict the reactants needed to synthesize it. The reactants are: [F:1][C:2]1[CH:7]=[CH:6][C:5]([N+:8]([O-])=O)=[C:4]([CH2:11][CH:12]=[CH2:13])[CH:3]=1. (2) The reactants are: [NH2:1][C:2]1[N:3]=[CH:4][N:5]([CH3:12])[C:6]=1[C:7]([O:9][CH2:10][CH3:11])=[O:8].C1(P(C2C=CC=CC=2)C2C=CC=CC=2)C=CC=CC=1.ClC(Cl)(Cl)C(Cl)(Cl)Cl.[F:40][C:41]1[CH:49]=[CH:48]C(C(Cl)=O)=[CH:43][CH:42]=1. Given the product [F:40][C:41]1[CH:49]=[CH:48][C:11]([C:10]2[O:9][C:7](=[O:8])[C:6]3[N:5]([CH3:12])[CH:4]=[N:3][C:2]=3[N:1]=2)=[CH:43][CH:42]=1, predict the reactants needed to synthesize it. (3) Given the product [F:26][C:27]([C:4]1[CH:3]=[CH:8][CH:7]=[C:6]([C:9]2[CH:10]=[CH:11][CH:12]=[CH:13][CH:14]=2)[C:5]=1[C:15]([OH:17])=[O:16])([F:44])[F:43], predict the reactants needed to synthesize it. The reactants are: FC(F)(F)[C:3]1[CH:4]=[C:5]([C:15]([O:17]C(C)C)=[O:16])[C:6]([C:9]2[CH:14]=[CH:13][CH:12]=[CH:11][CH:10]=2)=[CH:7][CH:8]=1.[OH-].[K+].Cl.[F:26][C:27]([F:44])([F:43])C1C=C(C(O)=O)C(C2C=CC=CC=2)=CC=1. (4) Given the product [O:48]=[C:47]([N:49]1[CH2:54][CH2:53][N:52]([C:55](=[O:65])[C:56]2[CH:57]=[C:58]([F:64])[C:59]([F:63])=[C:60]([F:62])[CH:61]=2)[CH2:51][CH2:50]1)[CH2:46][NH:45][C:20]([C:18]1[N:17]=[N:16][N:15]([CH:10]2[CH2:11][CH2:12][CH2:13][CH2:14]2)[CH:19]=1)=[O:22], predict the reactants needed to synthesize it. The reactants are: CCN(C(C)C)C(C)C.[CH:10]1([N:15]2[CH:19]=[C:18]([C:20]([OH:22])=O)[N:17]=[N:16]2)[CH2:14][CH2:13][CH2:12][CH2:11]1.C1C=CC2N(O)N=NC=2C=1.CCN=C=NCCCN(C)C.Cl.[NH2:45][CH2:46][C:47]([N:49]1[CH2:54][CH2:53][N:52]([C:55](=[O:65])[C:56]2[CH:61]=[C:60]([F:62])[C:59]([F:63])=[C:58]([F:64])[CH:57]=2)[CH2:51][CH2:50]1)=[O:48].FC1C=C(C=C(F)C=1F)C(O)=O. (5) Given the product [Cl:1][C:2]1[CH:3]=[C:4]([C:8]2[NH:13][C:16](=[O:18])[O:10][CH:9]=2)[CH:5]=[CH:6][CH:7]=1, predict the reactants needed to synthesize it. The reactants are: [Cl:1][C:2]1[CH:3]=[C:4]([C:8](=O)[CH2:9][OH:10])[CH:5]=[CH:6][CH:7]=1.[C-]#[N:13].[K+].C[CH:16]([OH:18])C.C(O)(=O)C. (6) The reactants are: [OH:1][C:2]1[CH:11]=[CH:10][C:5]([C:6]([O:8][CH3:9])=[O:7])=[CH:4][C:3]=1[I:12].[H-].[Na+].[CH2:15](Br)[CH:16]=[CH2:17]. Given the product [CH2:17]([O:1][C:2]1[CH:11]=[CH:10][C:5]([C:6]([O:8][CH3:9])=[O:7])=[CH:4][C:3]=1[I:12])[CH:16]=[CH2:15], predict the reactants needed to synthesize it. (7) Given the product [CH2:1]([O:3][C:4]([C:6]1[N:7]([CH2:18][C:19]2[C:20]3[CH:27]=[C:26]([F:28])[CH:25]=[CH:24][C:21]=3[S:22][CH:23]=2)[C:8]2[C:13]([C:14]=1[CH:15]=[O:16])=[CH:12][CH:11]=[CH:10][CH:9]=2)=[O:5])[CH3:2], predict the reactants needed to synthesize it. The reactants are: [CH2:1]([O:3][C:4]([C:6]1[NH:7][C:8]2[C:13]([C:14]=1[CH:15]=[O:16])=[CH:12][CH:11]=[CH:10][CH:9]=2)=[O:5])[CH3:2].Br[CH2:18][C:19]1[C:20]2[CH:27]=[C:26]([F:28])[CH:25]=[CH:24][C:21]=2[S:22][CH:23]=1. (8) Given the product [Cl:1][C:2]1[CH:3]=[CH:4][C:5]2[N:11]([CH2:12][C:13]([CH3:19])([CH3:20])[CH2:14][OH:15])[C:10](=[O:21])[C@@H:9]([CH2:22][C:23]([NH:25][C:26]3[CH:27]=[C:28]([CH2:32][CH2:33][CH2:34][C:35]([OH:37])=[O:36])[CH:29]=[CH:30][CH:31]=3)=[O:24])[O:8][C@H:7]([C:40]3[CH:45]=[CH:44][CH:43]=[C:42]([O:46][CH3:47])[C:41]=3[O:48][CH3:49])[C:6]=2[CH:50]=1, predict the reactants needed to synthesize it. The reactants are: [Cl:1][C:2]1[CH:3]=[CH:4][C:5]2[N:11]([CH2:12][C:13]([CH3:20])([CH3:19])[CH2:14][O:15]C(=O)C)[C:10](=[O:21])[C@@H:9]([CH2:22][C:23]([NH:25][C:26]3[CH:27]=[C:28]([CH2:32][CH2:33][CH2:34][C:35]([O:37]CC)=[O:36])[CH:29]=[CH:30][CH:31]=3)=[O:24])[O:8][C@H:7]([C:40]3[CH:45]=[CH:44][CH:43]=[C:42]([O:46][CH3:47])[C:41]=3[O:48][CH3:49])[C:6]=2[CH:50]=1.[OH-].[Na+].C(O)C. (9) Given the product [C:26]([NH:25][C@H:21]1[CH2:23][CH2:24][N:19]([C:9]2[CH:8]=[CH:7][C:3]([C:4]([NH2:6])=[O:5])=[C:2]([NH:18][CH:15]3[CH2:16][CH2:17][O:12][CH2:13][CH2:14]3)[N:10]=2)[CH2:20]1)(=[O:32])[CH:33]=[CH2:34], predict the reactants needed to synthesize it. The reactants are: Cl[C:2]1[N:10]=[C:9](Cl)[CH:8]=[CH:7][C:3]=1[C:4]([NH2:6])=[O:5].[O:12]1[CH2:17][CH2:16][CH:15]([NH2:18])[CH2:14][CH2:13]1.[NH:19]1[CH2:24][CH2:23]C[C@@H:21]([NH:25][C:26](=[O:32])OC(C)(C)C)[CH2:20]1.[C:33](O)(=O)[CH:34]=C. (10) Given the product [Br:1][C:2]1[CH:3]=[C:4]2[C:9](=[C:10]([O:12][CH3:13])[CH:11]=1)[N:8]=[C:7]([C:14]1[CH:15]=[N:16][CH:17]=[CH:18][CH:19]=1)[N:6]=[C:5]2[Cl:23], predict the reactants needed to synthesize it. The reactants are: [Br:1][C:2]1[CH:3]=[C:4]2[C:9](=[C:10]([O:12][CH3:13])[CH:11]=1)[N:8]=[C:7]([C:14]1[CH:15]=[N:16][CH:17]=[CH:18][CH:19]=1)[N:6]=[C:5]2O.O=S(Cl)[Cl:23].